From a dataset of Forward reaction prediction with 1.9M reactions from USPTO patents (1976-2016). Predict the product of the given reaction. (1) Given the reactants [Cl:1][C:2]1[CH:3]=[C:4]([OH:11])[C:5](=[CH:9][CH:10]=1)[C:6]([OH:8])=[O:7].[C:12]([O-])([O-])=O.[Cs+].[Cs+].CI, predict the reaction product. The product is: [Cl:1][C:2]1[CH:10]=[CH:9][C:5]([C:6]([O:8][CH3:12])=[O:7])=[C:4]([OH:11])[CH:3]=1. (2) The product is: [CH3:24][C:23]1[C:13]2[CH:14]([C:17]3[CH:22]=[CH:21][CH:20]=[CH:19][CH:18]=3)[CH2:15][O:16][C:12]=2[CH:11]=[C:10]([CH3:25])[C:9]=1[NH2:8]. Given the reactants C([NH:8][C:9]1[C:10]([CH3:25])=[CH:11][C:12]2[O:16][CH2:15][CH:14]([C:17]3[CH:22]=[CH:21][CH:20]=[CH:19][CH:18]=3)[C:13]=2[C:23]=1[CH3:24])C1C=CC=CC=1, predict the reaction product. (3) Given the reactants [CH3:1][O:2][C:3](=[O:27])[CH2:4][CH2:5][C:6]1[CH:11]=[CH:10][C:9]([O:12][CH2:13][CH2:14][C@@H:15]([O:17][C:18]2[CH:23]=[CH:22][C:21]([Cl:24])=[CH:20][C:19]=2Br)[CH3:16])=[CH:8][C:7]=1[CH3:26].[F:28][C:29]1[CH:34]=[CH:33][CH:32]=[CH:31][C:30]=1B(O)O.[F-].[Cs+].ClCCl, predict the reaction product. The product is: [CH3:1][O:2][C:3](=[O:27])[CH2:4][CH2:5][C:6]1[CH:11]=[CH:10][C:9]([O:12][CH2:13][CH2:14][C@@H:15]([O:17][C:18]2[CH:23]=[CH:22][C:21]([Cl:24])=[CH:20][C:19]=2[C:30]2[CH:31]=[CH:32][CH:33]=[CH:34][C:29]=2[F:28])[CH3:16])=[CH:8][C:7]=1[CH3:26].